Task: Predict the reaction yield, written as a fraction of the theoretical maximum amount of product (1.0 means a 100% yield; for example, 0.34 means a 34% yield).. Dataset: Reaction yield outcomes from USPTO patents with 853,638 reactions (1) The reactants are OC1C2N=NNC=2C=CC=1.Cl.CN(C)CCCN=C=NCC.[CH2:23]([NH2:30])[C:24]1[CH:29]=[CH:28][CH:27]=[CH:26][CH:25]=1.[CH3:31][C:32]1[NH:33][CH:34]=[C:35]([CH3:40])[C:36]=1[C:37](O)=[O:38].[OH-].[Na+]. The catalyst is C(#N)C.O.[Cl-].[Na+].O.C([O-])(O)=O.[Na+].C(N(CC)CC)C. The product is [CH2:23]([NH:30][C:37]([C:36]1[C:35]([CH3:40])=[CH:34][NH:33][C:32]=1[CH3:31])=[O:38])[C:24]1[CH:29]=[CH:28][CH:27]=[CH:26][CH:25]=1. The yield is 0.420. (2) The reactants are C(Cl)Cl.F[C:5](F)(F)[S:6]([OH:9])(=O)=O.[Cl:12][C:13]1[CH:26]=[CH:25][C:16]2SC3[CH:23]=[CH:22][C:21]([Cl:24])=[CH:20][C:19]=3[C:15]=2[CH:14]=1.OO. The catalyst is CO.O. The product is [Cl:12][C:13]1[CH:26]=[CH:25][C:16]2[S:6](=[O:9])[C:5]3[CH:23]=[CH:22][C:21]([Cl:24])=[CH:20][C:19]=3[C:15]=2[CH:14]=1. The yield is 0.920. (3) The reactants are CO[C:3]([C:5]1[NH:6][N:7]=[C:8]([O:10][CH2:11][C:12]2[C:13]([C:18]3[CH:23]=[CH:22][C:21]([F:24])=[CH:20][N:19]=3)=[N:14][O:15][C:16]=2[CH3:17])[CH:9]=1)=[O:4].[NH2:25][CH:26]1[CH2:30][CH2:29][O:28][CH2:27]1. No catalyst specified. The product is [O:28]1[CH2:29][CH2:30][CH:26]([NH:25][C:3]([C:5]2[NH:6][N:7]=[C:8]([O:10][CH2:11][C:12]3[C:13]([C:18]4[CH:23]=[CH:22][C:21]([F:24])=[CH:20][N:19]=4)=[N:14][O:15][C:16]=3[CH3:17])[CH:9]=2)=[O:4])[CH2:27]1. The yield is 0.400. (4) The yield is 1.00. No catalyst specified. The reactants are Cl.[Cl:2][C:3]1[CH:8]=[CH:7][CH:6]=[CH:5][C:4]=1[N:9]1[CH2:13][CH2:12][C@:11]2([CH2:18][CH2:17][CH2:16][NH:15][CH2:14]2)[C:10]1=[O:19].Cl[C:21]1[CH:26]=[CH:25][C:24]([N+:27]([O-])=O)=[CH:23][N:22]=1.C(=O)([O-])[O-].[K+].[K+].CN(C)C=O. The product is [NH2:27][C:24]1[CH:25]=[CH:26][C:21]([N:15]2[CH2:16][CH2:17][CH2:18][C@@:11]3([C:10](=[O:19])[N:9]([C:4]4[CH:5]=[CH:6][CH:7]=[CH:8][C:3]=4[Cl:2])[CH2:13][CH2:12]3)[CH2:14]2)=[N:22][CH:23]=1. (5) The product is [NH2:14][C:10]1[CH:11]=[C:12]2[C:7](=[C:8]([CH2:17][OH:18])[CH:9]=1)[NH:6][C:5]([C:1]([CH3:4])([CH3:3])[CH3:2])=[CH:13]2. The yield is 0.800. The catalyst is [Ni].CO. The reactants are [C:1]([C:5]1[NH:6][C:7]2[C:12]([CH:13]=1)=[CH:11][C:10]([N+:14]([O-])=O)=[CH:9][C:8]=2[CH2:17][OH:18])([CH3:4])([CH3:3])[CH3:2]. (6) The product is [C:20]([O:23][CH2:24][C:25]1[C:26]([N:40]2[N:49]=[CH:48][C:47]3[C:42](=[C:43]([F:54])[CH:44]=[C:45]([C:50]([CH3:52])([CH3:51])[CH3:53])[CH:46]=3)[C:41]2=[O:55])=[N:27][CH:28]=[CH:29][C:30]=1[C:2]1[CH:3]=[C:4]([NH:10][C:11]2[CH:15]=[C:14]([CH:16]3[CH2:18][CH2:17]3)[N:13]([CH3:19])[N:12]=2)[C:5](=[O:9])[N:6]([CH3:8])[CH:7]=1)(=[O:22])[CH3:21]. The yield is 0.260. The reactants are Br[C:2]1[CH:3]=[C:4]([NH:10][C:11]2[CH:15]=[C:14]([CH:16]3[CH2:18][CH2:17]3)[N:13]([CH3:19])[N:12]=2)[C:5](=[O:9])[N:6]([CH3:8])[CH:7]=1.[C:20]([O:23][CH2:24][C:25]1[C:26]([N:40]2[N:49]=[CH:48][C:47]3[C:42](=[C:43]([F:54])[CH:44]=[C:45]([C:50]([CH3:53])([CH3:52])[CH3:51])[CH:46]=3)[C:41]2=[O:55])=[N:27][CH:28]=[CH:29][C:30]=1B1OC(C)(C)C(C)(C)O1)(=[O:22])[CH3:21].C([O-])(=O)C.[Na+].[O-]P([O-])([O-])=O.[K+].[K+].[K+]. The catalyst is C1C=CC(P(C2C=CC=CC=2)[C-]2C=CC=C2)=CC=1.C1C=CC(P(C2C=CC=CC=2)[C-]2C=CC=C2)=CC=1.Cl[Pd]Cl.[Fe+2].C(#N)C.O.